From a dataset of NCI-60 drug combinations with 297,098 pairs across 59 cell lines. Regression. Given two drug SMILES strings and cell line genomic features, predict the synergy score measuring deviation from expected non-interaction effect. Drug 2: CN(CC1=CN=C2C(=N1)C(=NC(=N2)N)N)C3=CC=C(C=C3)C(=O)NC(CCC(=O)O)C(=O)O. Cell line: CAKI-1. Synergy scores: CSS=33.8, Synergy_ZIP=-3.43, Synergy_Bliss=-5.35, Synergy_Loewe=-25.3, Synergy_HSA=-7.91. Drug 1: CCN(CC)CCNC(=O)C1=C(NC(=C1C)C=C2C3=C(C=CC(=C3)F)NC2=O)C.